Task: Predict the reaction yield, written as a fraction of the theoretical maximum amount of product (1.0 means a 100% yield; for example, 0.34 means a 34% yield).. Dataset: Reaction yield outcomes from USPTO patents with 853,638 reactions (1) The reactants are Cl.[OH:2][C@H:3]1[CH2:7][N:6]([C:8](=[O:15])[C@@H:9]([NH:13][CH3:14])[CH:10]([CH3:12])[CH3:11])[C@H:5]([C:16]([NH:18][CH2:19][C:20]2[CH:25]=[CH:24][C:23]([C:26]3[S:30][CH:29]=[N:28][C:27]=3[CH3:31])=[CH:22][CH:21]=2)=[O:17])[CH2:4]1.[CH3:32][O:33][CH2:34][C:35]([OH:37])=O.CCN(C(C)C)C(C)C.CN(C(ON1N=NC2C=CC=NC1=2)=[N+](C)C)C.F[P-](F)(F)(F)(F)F. The catalyst is CN(C=O)C. The product is [OH:2][C@H:3]1[CH2:7][N:6]([C:8](=[O:15])[C@@H:9]([N:13]([CH3:14])[C:35](=[O:37])[CH2:34][O:33][CH3:32])[CH:10]([CH3:12])[CH3:11])[C@H:5]([C:16]([NH:18][CH2:19][C:20]2[CH:25]=[CH:24][C:23]([C:26]3[S:30][CH:29]=[N:28][C:27]=3[CH3:31])=[CH:22][CH:21]=2)=[O:17])[CH2:4]1. The yield is 0.810. (2) The reactants are [CH3:1][O:2][C:3]1[CH:10]=[CH:9][C:8]([O:11][C:12]([F:15])([F:14])[F:13])=[CH:7][C:4]=1[CH:5]=O.[CH:16]([NH2:19])([CH3:18])[CH3:17].C(O[BH-](OC(=O)C)OC(=O)C)(=O)C.[Na+]. The catalyst is ClCCCl. The product is [CH:16]([NH:19][CH2:5][C:4]1[CH:7]=[C:8]([O:11][C:12]([F:15])([F:14])[F:13])[CH:9]=[CH:10][C:3]=1[O:2][CH3:1])([CH3:18])[CH3:17]. The yield is 0.530. (3) The reactants are [C:1]([O:5][C:6]([NH:8][CH2:9][CH2:10][O:11][CH2:12][CH2:13][C:14]([OH:16])=[O:15])=[O:7])([CH3:4])([CH3:3])[CH3:2].[C:17](OC=C)(=O)[CH3:18].[OH-].[K+]. The catalyst is [Pd].C(OCC)C. The product is [CH:17]([O:15][C:14](=[O:16])[CH2:13][CH2:12][O:11][CH2:10][CH2:9][NH:8][C:6]([O:5][C:1]([CH3:4])([CH3:2])[CH3:3])=[O:7])=[CH2:18]. The yield is 0.600. (4) The reactants are F[C:2]1[CH:9]=[CH:8][CH:7]=[C:6]([N:10]2[N:14]=CC=N2)[C:3]=1[C:4]#[N:5].F[C:16]1[CH:23]=[CH:22][CH:21]=[C:20]([N:24]2C=CN=[N:25]2)[C:17]=1[C:18]#[N:19].O.[NH2:30][NH2:31]. The catalyst is C(O)C. The product is [N:5]1[N:24]([C:20]2[CH:21]=[CH:22][CH:23]=[C:16]3[C:17]=2[C:18]([NH2:19])=[N:30][NH:31]3)[N:25]=[CH:3][CH:4]=1.[N:10]1([C:6]2[CH:7]=[CH:8][CH:9]=[C:2]3[C:3]=2[C:4]([NH2:5])=[N:30][NH:31]3)[CH:17]=[CH:18][N:19]=[N:14]1. The yield is 0.230. (5) The reactants are [C:1]1([CH2:7][CH2:8][CH2:9][CH2:10][C:11]([NH:13][C:14]2[CH:23]=[CH:22][C:17]([C:18](OC)=[O:19])=[CH:16][CH:15]=2)=[O:12])[CH:6]=[CH:5][CH:4]=[CH:3][CH:2]=1.O.[NH2:25][NH2:26]. The catalyst is CO. The product is [C:1]1([CH2:7][CH2:8][CH2:9][CH2:10][C:11]([NH:13][C:14]2[CH:23]=[CH:22][C:17]([C:18]([NH:25][NH2:26])=[O:19])=[CH:16][CH:15]=2)=[O:12])[CH:6]=[CH:5][CH:4]=[CH:3][CH:2]=1. The yield is 0.950.